Dataset: TCR-epitope binding with 47,182 pairs between 192 epitopes and 23,139 TCRs. Task: Binary Classification. Given a T-cell receptor sequence (or CDR3 region) and an epitope sequence, predict whether binding occurs between them. (1) The epitope is KLPDDFTGCV. The TCR CDR3 sequence is CASSQVGMGEKLFF. Result: 1 (the TCR binds to the epitope). (2) The epitope is LLQTGIHVRVSQPSL. The TCR CDR3 sequence is CSARDFLADSTDTQYF. Result: 0 (the TCR does not bind to the epitope). (3) The TCR CDR3 sequence is CSVESGSRYNEQFF. Result: 0 (the TCR does not bind to the epitope). The epitope is YLKLTDNVYIK. (4) The epitope is HTTDPSFLGRY. The TCR CDR3 sequence is CASSSGPYANQPQHF. Result: 1 (the TCR binds to the epitope). (5) The epitope is ISPRTLNAW. The TCR CDR3 sequence is CASNFGTGGVGELFF. Result: 1 (the TCR binds to the epitope). (6) The epitope is YIFFASFYY. The TCR CDR3 sequence is CASSSQNRGAGELFF. Result: 1 (the TCR binds to the epitope). (7) The epitope is AYAQKIFKI. The TCR CDR3 sequence is CSARVGAEQYF. Result: 0 (the TCR does not bind to the epitope). (8) Result: 1 (the TCR binds to the epitope). The TCR CDR3 sequence is CAGTGIRSAGELFF. The epitope is QYDPVAALF. (9) The epitope is PROT_97E67BCC. The TCR CDR3 sequence is CASSKQASGGDEQYF. Result: 1 (the TCR binds to the epitope).